This data is from Catalyst prediction with 721,799 reactions and 888 catalyst types from USPTO. The task is: Predict which catalyst facilitates the given reaction. (1) Reactant: [NH2:1][CH2:2][C:3]1[CH:4]=[CH:5][C:6]2[S:11][C:10]3[N:12]=[CH:13][CH:14]=[N:15][C:9]=3[NH:8][C:7]=2[CH:16]=1.C[NH:18][C:19](SC)=[CH:20][N+:21]([O-:23])=[O:22].O1CCC[CH2:27]1. Product: [N:15]1[C:9]2[NH:8][C:7]3[CH:16]=[C:3]([CH2:2][N:1]([CH3:27])[C:19]([NH2:18])=[CH:20][N+:21]([O-:23])=[O:22])[CH:4]=[CH:5][C:6]=3[S:11][C:10]=2[N:12]=[CH:13][CH:14]=1. The catalyst class is: 6. (2) Reactant: [CH3:1][C:2]1[CH:3]=[CH:4][CH:5]=[C:6]2[C:11]=1[C:10]([OH:12])=[CH:9][CH:8]=[CH:7]2.B(Cl)(Cl)Cl.[Cl:17][C:18]1[CH:23]=[C:22]([S:24]([C:27]([F:30])([F:29])[F:28])(=[O:26])=[O:25])[CH:21]=[CH:20][C:19]=1[N:31]=[C:32]=[O:33]. Product: [Cl:17][C:18]1[CH:23]=[C:22]([S:24]([C:27]([F:30])([F:29])[F:28])(=[O:26])=[O:25])[CH:21]=[CH:20][C:19]=1[NH:31][C:32]([C:9]1[CH:8]=[CH:7][C:6]2[C:11](=[C:2]([CH3:1])[CH:3]=[CH:4][CH:5]=2)[C:10]=1[OH:12])=[O:33]. The catalyst class is: 224. (3) Reactant: [C:1]([CH2:3][CH2:4][C:5]1[CH:6]=[CH:7][C:8]2[N:9]([C:11]([C:14]([O:16]CC)=[O:15])=[CH:12][N:13]=2)[CH:10]=1)#[N:2].[Li+].[OH-].C(O)(=O)CC(CC(O)=O)(C(O)=O)O. Product: [C:1]([CH2:3][CH2:4][C:5]1[CH:6]=[CH:7][C:8]2[N:9]([C:11]([C:14]([OH:16])=[O:15])=[CH:12][N:13]=2)[CH:10]=1)#[N:2]. The catalyst class is: 36. (4) Reactant: [Br:1][C:2]1[CH:3]=[C:4]([CH:8]=[CH:9][CH:10]=1)[CH2:5]CN.C1COCC1.[CH2:16]([N:18](CC)CC)C.[C:23](Cl)(=[O:30])[C:24]1[CH:29]=[CH:28][CH:27]=[CH:26][CH:25]=1. The catalyst class is: 6. Product: [Br:1][C:2]1[CH:3]=[C:4]([CH:8]=[CH:9][CH:10]=1)[CH2:5][N:18]([CH3:16])[C:23](=[O:30])[C:24]1[CH:29]=[CH:28][CH:27]=[CH:26][CH:25]=1. (5) Reactant: [CH:1]1([NH:4][C:5]([C:7]2[CH:8]=[C:9]3[C:15]([C:16]4[CH:17]=[C:18]([CH:30]=[C:31]([O:33][CH:34]([CH3:36])[CH3:35])[CH:32]=4)[CH2:19][NH:20][C:21]4[N:29]=[CH:28][CH:27]=[CH:26][C:22]=4[C:23](Cl)=[O:24])=[CH:14][NH:13][C:10]3=[N:11][CH:12]=2)=[O:6])[CH2:3][CH2:2]1.[F:37][C:38]1[CH:39]=[C:40]([CH:42]=[CH:43][C:44]=1[F:45])[NH2:41]. Product: [CH:1]1([NH:4][C:5]([C:7]2[CH:8]=[C:9]3[C:15]([C:16]4[CH:32]=[C:31]([O:33][CH:34]([CH3:36])[CH3:35])[CH:30]=[C:18]([CH2:19][NH:20][C:21]5[C:22]([C:23](=[O:24])[NH:41][C:40]6[CH:42]=[CH:43][C:44]([F:45])=[C:38]([F:37])[CH:39]=6)=[CH:26][CH:27]=[CH:28][N:29]=5)[CH:17]=4)=[CH:14][NH:13][C:10]3=[N:11][CH:12]=2)=[O:6])[CH2:3][CH2:2]1. The catalyst class is: 2. (6) Reactant: ClC1C=CC2N=NN(OC(=[N+](C)C)N(C)C)C=2C=1.[N+:19]([C:22]1[CH:23]=[N:24][CH:25]=[CH:26][C:27]=1[C:28]1[CH2:29][CH2:30][NH:31][CH2:32][CH:33]=1)([O-:21])=[O:20].[O:34]1[CH2:37][C:36](=O)[CH2:35]1.CO. Product: [N+:19]([C:22]1[CH:23]=[N:24][CH:25]=[CH:26][C:27]=1[C:28]1[CH2:29][CH2:30][N:31]([CH:36]2[CH2:37][O:34][CH2:35]2)[CH2:32][CH:33]=1)([O-:21])=[O:20]. The catalyst class is: 1.